Dataset: NCI-60 drug combinations with 297,098 pairs across 59 cell lines. Task: Regression. Given two drug SMILES strings and cell line genomic features, predict the synergy score measuring deviation from expected non-interaction effect. Drug 1: CC(C)NC(=O)C1=CC=C(C=C1)CNNC.Cl. Drug 2: COC1=C2C(=CC3=C1OC=C3)C=CC(=O)O2. Cell line: U251. Synergy scores: CSS=-0.447, Synergy_ZIP=0.781, Synergy_Bliss=0.536, Synergy_Loewe=-0.969, Synergy_HSA=-0.501.